From a dataset of Full USPTO retrosynthesis dataset with 1.9M reactions from patents (1976-2016). Predict the reactants needed to synthesize the given product. (1) Given the product [CH:1]1([CH2:6][CH:7]([C:11]2[CH:16]=[CH:15][C:14]([S:17]([N:20]3[CH2:25][CH2:24][N:23]([CH3:26])[CH2:22][CH2:21]3)(=[O:19])=[O:18])=[CH:13][CH:12]=2)[C:8]([NH:61][C:59]2[S:58][C:56]3[C:55]([N:60]=2)=[CH:54][CH:53]=[C:52]([O:51][CH3:50])[N:57]=3)=[O:10])[CH2:2][CH2:3][CH2:4][CH2:5]1, predict the reactants needed to synthesize it. The reactants are: [CH:1]1([CH2:6][CH:7]([C:11]2[CH:16]=[CH:15][C:14]([S:17]([N:20]3[CH2:25][CH2:24][N:23]([CH3:26])[CH2:22][CH2:21]3)(=[O:19])=[O:18])=[CH:13][CH:12]=2)[C:8]([OH:10])=O)[CH2:5][CH2:4][CH2:3][CH2:2]1.C1C=C2N=NN(O)C2=CC=1.O.CCN=C=NCCCN(C)C.Cl.[CH3:50][O:51][C:52]1[N:57]=[C:56]2[S:58][C:59]([NH2:61])=[N:60][C:55]2=[CH:54][CH:53]=1. (2) Given the product [ClH:30].[F:1][C:2]1[CH:3]=[C:4]([CH:21]=[CH:22][C:23]=1[N:24]1[CH:28]=[C:27]([CH3:29])[CH:26]=[N:25]1)[O:5][CH2:6][CH:7]1[CH:12]([NH2:13])[CH2:11][CH2:10][O:9][CH2:8]1, predict the reactants needed to synthesize it. The reactants are: [F:1][C:2]1[CH:3]=[C:4]([CH:21]=[CH:22][C:23]=1[N:24]1[CH:28]=[C:27]([CH3:29])[CH:26]=[N:25]1)[O:5][CH2:6][CH:7]1[CH:12]([NH:13]C(=O)OC(C)(C)C)[CH2:11][CH2:10][O:9][CH2:8]1.[ClH:30].CCO. (3) Given the product [CH3:50][C:49]([CH3:51])=[CH:48][CH2:47][O:1][C:2]1[CH:11]=[C:10]([O:12][CH2:13][O:14][CH3:15])[CH:9]=[C:8]2[C:3]=1[C:4](=[O:28])[C:5]([O:26][CH3:27])=[C:6]([C:16]1[CH:21]=[CH:20][C:19]([O:22][CH3:23])=[C:18]([O:24][CH3:25])[CH:17]=1)[O:7]2, predict the reactants needed to synthesize it. The reactants are: [OH:1][C:2]1[CH:11]=[C:10]([O:12][CH2:13][O:14][CH3:15])[CH:9]=[C:8]2[C:3]=1[C:4](=[O:28])[C:5]([O:26][CH3:27])=[C:6]([C:16]1[CH:21]=[CH:20][C:19]([O:22][CH3:23])=[C:18]([O:24][CH3:25])[CH:17]=1)[O:7]2.[OH-].C([N+](CCCC)(CCCC)CCCC)CCC.[CH2:47](Br)[CH:48]=[C:49]([CH3:51])[CH3:50]. (4) Given the product [NH2:15][C@H:13]1[CH2:14][C@@H:11]([C:9]([N:6]2[CH2:5][CH2:4][N:3]([CH2:1][CH3:2])[CH2:8][CH2:7]2)=[O:10])[C:12]1([CH3:26])[CH3:27], predict the reactants needed to synthesize it. The reactants are: [CH2:1]([N:3]1[CH2:8][CH2:7][N:6]([C:9]([C@@H:11]2[CH2:14][C@H:13]([NH:15]C(=O)OCC3C=CC=CC=3)[C:12]2([CH3:27])[CH3:26])=[O:10])[CH2:5][CH2:4]1)[CH3:2]. (5) Given the product [CH3:31][O:30][C:27]1[CH:26]=[CH:25][CH:24]=[C:23]2[C:28]=1[CH:29]=[C:20]([C:17]1[CH:16]=[N:15][C:14]([N:11]3[CH2:12][CH2:13][NH:8][CH2:9][CH2:10]3)=[N:19][CH:18]=1)[NH:21][C:22]2=[O:32], predict the reactants needed to synthesize it. The reactants are: C(OC([N:8]1[CH2:13][CH2:12][N:11]([C:14]2[N:19]=[CH:18][C:17]([C:20]3[NH:21][C:22](=[O:32])[C:23]4[C:28]([CH:29]=3)=[C:27]([O:30][CH3:31])[CH:26]=[CH:25][CH:24]=4)=[CH:16][N:15]=2)[CH2:10][CH2:9]1)=O)(C)(C)C.Cl.O1CCOCC1. (6) Given the product [C:1]([O:5][C:6]([N:8]1[CH2:13][CH2:12][CH:11]([NH:14][CH2:18][C:17]2[CH:20]=[C:21]([CH3:27])[CH:22]=[C:23]([N+:24]([O-:26])=[O:25])[C:16]=2[CH3:15])[CH2:10][CH2:9]1)=[O:7])([CH3:4])([CH3:2])[CH3:3], predict the reactants needed to synthesize it. The reactants are: [C:1]([O:5][C:6]([N:8]1[CH2:13][CH2:12][CH:11]([NH2:14])[CH2:10][CH2:9]1)=[O:7])([CH3:4])([CH3:3])[CH3:2].[CH3:15][C:16]1[C:23]([N+:24]([O-:26])=[O:25])=[CH:22][C:21]([CH3:27])=[CH:20][C:17]=1[CH:18]=O.[BH4-].[Na+].C(O)(=O)C. (7) The reactants are: [Br:1][C:2]1[CH:3]=[C:4]([S:8][CH:9]2[CH2:15][CH2:14][CH2:13][N:12]([C:16]([O:18][C:19]([CH3:22])([CH3:21])[CH3:20])=[O:17])[CH2:11][CH:10]2[OH:23])[CH:5]=[CH:6][CH:7]=1.CC(OI1(OC(C)=O)(OC(C)=O)OC(=O)C2C=CC=CC1=2)=O.C([O-])(O)=O.[Na+].[O-]S([O-])(=S)=O.[Na+].[Na+]. Given the product [Br:1][C:2]1[CH:3]=[C:4]([S:8][CH:9]2[CH2:15][CH2:14][CH2:13][N:12]([C:16]([O:18][C:19]([CH3:21])([CH3:20])[CH3:22])=[O:17])[CH2:11][C:10]2=[O:23])[CH:5]=[CH:6][CH:7]=1, predict the reactants needed to synthesize it.